From a dataset of NCI-60 drug combinations with 297,098 pairs across 59 cell lines. Regression. Given two drug SMILES strings and cell line genomic features, predict the synergy score measuring deviation from expected non-interaction effect. (1) Drug 1: CNC(=O)C1=CC=CC=C1SC2=CC3=C(C=C2)C(=NN3)C=CC4=CC=CC=N4. Drug 2: C1C(C(OC1N2C=NC3=C(N=C(N=C32)Cl)N)CO)O. Cell line: OVCAR-4. Synergy scores: CSS=-5.13, Synergy_ZIP=0.772, Synergy_Bliss=-3.76, Synergy_Loewe=-6.50, Synergy_HSA=-6.83. (2) Drug 1: C1=CC(=CC=C1CCC2=CNC3=C2C(=O)NC(=N3)N)C(=O)NC(CCC(=O)O)C(=O)O. Drug 2: N.N.Cl[Pt+2]Cl. Synergy scores: CSS=70.0, Synergy_ZIP=1.83, Synergy_Bliss=0.335, Synergy_Loewe=-24.0, Synergy_HSA=0.456. Cell line: MOLT-4. (3) Drug 1: C1=CN(C(=O)N=C1N)C2C(C(C(O2)CO)O)O.Cl. Drug 2: CC12CCC3C(C1CCC2OP(=O)(O)O)CCC4=C3C=CC(=C4)OC(=O)N(CCCl)CCCl.[Na+]. Cell line: SF-268. Synergy scores: CSS=14.0, Synergy_ZIP=-4.94, Synergy_Bliss=-1.40, Synergy_Loewe=-6.03, Synergy_HSA=-0.481. (4) Drug 1: C1=CC(=C2C(=C1NCCNCCO)C(=O)C3=C(C=CC(=C3C2=O)O)O)NCCNCCO. Drug 2: CC1=C(C(CCC1)(C)C)C=CC(=CC=CC(=CC(=O)O)C)C. Cell line: ACHN. Synergy scores: CSS=51.1, Synergy_ZIP=0.443, Synergy_Bliss=-0.478, Synergy_Loewe=-6.33, Synergy_HSA=4.46. (5) Drug 1: C1=NC(=NC(=O)N1C2C(C(C(O2)CO)O)O)N. Drug 2: C1=NC2=C(N1)C(=S)N=CN2. Cell line: KM12. Synergy scores: CSS=64.8, Synergy_ZIP=-0.938, Synergy_Bliss=3.28, Synergy_Loewe=4.75, Synergy_HSA=8.19. (6) Drug 1: C1CCN(CC1)CCOC2=CC=C(C=C2)C(=O)C3=C(SC4=C3C=CC(=C4)O)C5=CC=C(C=C5)O. Drug 2: CCC1(CC2CC(C3=C(CCN(C2)C1)C4=CC=CC=C4N3)(C5=C(C=C6C(=C5)C78CCN9C7C(C=CC9)(C(C(C8N6C)(C(=O)OC)O)OC(=O)C)CC)OC)C(=O)OC)O.OS(=O)(=O)O. Cell line: OVCAR-5. Synergy scores: CSS=30.8, Synergy_ZIP=3.45, Synergy_Bliss=6.47, Synergy_Loewe=-39.0, Synergy_HSA=4.71.